From a dataset of Reaction yield outcomes from USPTO patents with 853,638 reactions. Predict the reaction yield, written as a fraction of the theoretical maximum amount of product (1.0 means a 100% yield; for example, 0.34 means a 34% yield). (1) The reactants are [C:1]([C:4]1[CH:5]=[C:6]([C@:11]([NH:30][C:31]([NH:33][CH2:34][C:35]([F:38])([F:37])[F:36])=[O:32])([C:19]2[CH:24]=[CH:23][C:22]([F:25])=[C:21]([C:26]([F:29])([F:28])[F:27])[CH:20]=2)[CH2:12][C:13]2[CH:18]=[CH:17][CH:16]=[CH:15][CH:14]=2)[CH:7]=[C:8]([F:10])[CH:9]=1)(=[O:3])[CH3:2].[CH3:39][Li]. The catalyst is C1COCC1. The product is [F:25][C:22]1[CH:23]=[CH:24][C:19]([C@@:11]([NH:30][C:31]([NH:33][CH2:34][C:35]([F:38])([F:36])[F:37])=[O:32])([C:6]2[CH:5]=[C:4]([C:1]([OH:3])([CH3:39])[CH3:2])[CH:9]=[C:8]([F:10])[CH:7]=2)[CH2:12][C:13]2[CH:14]=[CH:15][CH:16]=[CH:17][CH:18]=2)=[CH:20][C:21]=1[C:26]([F:27])([F:28])[F:29]. The yield is 0.390. (2) The reactants are [F:1][C:2]1[CH:10]=[CH:9][CH:8]=[C:7]2[C:3]=1[C:4]([CH2:11][NH:12][CH3:13])=[CH:5][NH:6]2.CNCC1C2C=CC=CC=2N2CCCC=12.[NH2:29][C:30]1[N:35]=[CH:34][C:33](/[CH:36]=[CH:37]/[C:38]([OH:40])=O)=[CH:32][CH:31]=1.Cl.O=C1NC2N=CC(/C=C/C(O)=O)=CC=2CC1. No catalyst specified. The product is [NH2:29][C:30]1[N:35]=[CH:34][C:33](/[CH:36]=[CH:37]/[C:38]([N:12]([CH2:11][C:4]2[C:3]3[C:7](=[CH:8][CH:9]=[CH:10][C:2]=3[F:1])[NH:6][CH:5]=2)[CH3:13])=[O:40])=[CH:32][CH:31]=1. The yield is 0.360.